Dataset: Forward reaction prediction with 1.9M reactions from USPTO patents (1976-2016). Task: Predict the product of the given reaction. (1) Given the reactants I[C:2]1[CH:7]=[C:6]([C:8]2[CH:13]=[CH:12][C:11]([C:14]([F:17])([F:16])[F:15])=[CH:10][CH:9]=2)[CH:5]=[C:4]([CH3:18])[N:3]=1.[Br:19][C:20]1[CH:25]=[CH:24][CH:23]=[C:22](Br)[N:21]=1, predict the reaction product. The product is: [Br:19][C:20]1[N:21]=[C:22]([C:2]2[CH:7]=[C:6]([C:8]3[CH:13]=[CH:12][C:11]([C:14]([F:17])([F:16])[F:15])=[CH:10][CH:9]=3)[CH:5]=[C:4]([CH3:18])[N:3]=2)[CH:23]=[CH:24][CH:25]=1. (2) The product is: [CH2:17]([O:16][C:10]1[CH:11]=[C:12]([I:15])[CH:13]=[CH:14][C:9]=1[N:8]([S:24]([N:25]([C:26]([O:28][C:29]([CH3:32])([CH3:31])[CH3:30])=[O:27])[CH2:58][CH2:57][Si:56]([CH3:61])([CH3:60])[CH3:55])(=[O:33])=[O:34])[CH2:7][C:6]([O:5][C:1]([CH3:4])([CH3:2])[CH3:3])=[O:35])[C:18]1[CH:23]=[CH:22][CH:21]=[CH:20][CH:19]=1. Given the reactants [C:1]([O:5][C:6](=[O:35])[CH2:7][N:8]([S:24](=[O:34])(=[O:33])[NH:25][C:26]([O:28][C:29]([CH3:32])([CH3:31])[CH3:30])=[O:27])[C:9]1[CH:14]=[CH:13][C:12]([I:15])=[CH:11][C:10]=1[O:16][CH2:17][C:18]1[CH:23]=[CH:22][CH:21]=[CH:20][CH:19]=1)([CH3:4])([CH3:3])[CH3:2].C1(P(C2C=CC=CC=2)C2C=CC=CC=2)C=CC=CC=1.[CH3:55][Si:56]([CH3:61])([CH3:60])[CH2:57][CH2:58]O.CC(OC(/N=N/C(OC(C)C)=O)=O)C, predict the reaction product. (3) Given the reactants [CH3:1][O:2][C:3]1[CH:4]=[C:5]([N:23]2[CH2:27][CH2:26][CH:25]([O:28][C:29]3[CH:34]=[CH:33][C:32]([O:35][C:36]([F:39])([F:38])[F:37])=[CH:31][CH:30]=3)[C:24]2=[O:40])[CH:6]=[CH:7][C:8]=1[O:9][CH2:10][C:11]([CH3:22])([O:13][CH2:14][O:15][CH2:16][CH2:17][Si:18]([CH3:21])([CH3:20])[CH3:19])[CH3:12].[Li+].C[Si]([N-][Si](C)(C)C)(C)C.[C:51]1([Se:57]Br)[CH:56]=[CH:55][CH:54]=[CH:53][CH:52]=1.[NH4+].[Cl-], predict the reaction product. The product is: [CH3:1][O:2][C:3]1[CH:4]=[C:5]([N:23]2[CH2:27][CH2:26][C:25]([Se:57][C:51]3[CH:56]=[CH:55][CH:54]=[CH:53][CH:52]=3)([O:28][C:29]3[CH:34]=[CH:33][C:32]([O:35][C:36]([F:38])([F:37])[F:39])=[CH:31][CH:30]=3)[C:24]2=[O:40])[CH:6]=[CH:7][C:8]=1[O:9][CH2:10][C:11]([CH3:22])([O:13][CH2:14][O:15][CH2:16][CH2:17][Si:18]([CH3:21])([CH3:20])[CH3:19])[CH3:12]. (4) Given the reactants [F:1][C:2]([F:35])([F:34])[O:3][C:4]1[CH:33]=[CH:32][C:7]([CH2:8][C@:9]23[CH2:16][C@H:15](N4C=CC=C4)[CH2:14][N:13]2[C:12](=[O:22])[N:11]([C:23]2[CH:28]=[C:27]([Cl:29])[N:26]=[C:25]([Cl:30])[CH:24]=2)[C:10]3=[O:31])=[CH:6][CH:5]=1.[F:43][C:42]([F:45])([F:44])[C:41](O[C:41](=[O:46])[C:42]([F:45])([F:44])[F:43])=[O:46], predict the reaction product. The product is: [F:34][C:2]([F:35])([F:1])[O:3][C:4]1[CH:5]=[CH:6][C:7]([CH2:8][C@@:9]23[CH2:16][C@@H:15]([C:16]4[CH:15]=[CH:14][NH:13][C:9]=4[C:41](=[O:46])[C:42]([F:43])([F:44])[F:45])[CH2:14][N:13]2[C:12](=[O:22])[N:11]([C:23]2[CH:24]=[C:25]([Cl:30])[N:26]=[C:27]([Cl:29])[CH:28]=2)[C:10]3=[O:31])=[CH:32][CH:33]=1. (5) Given the reactants [NH2:1][C:2]1[NH:7][C:6]([C:8]2[O:9][CH:10]=[CH:11][CH:12]=2)=[C:5]([C:13]#[N:14])[C:4](=[O:15])[CH:3]=1.C(C1C=CC=C(C(C)(C)C)N=1)(C)(C)C.[S:30](O[S:30]([C:33]([F:36])([F:35])[F:34])(=[O:32])=[O:31])([C:33]([F:36])([F:35])[F:34])(=[O:32])=[O:31], predict the reaction product. The product is: [NH2:1][C:2]1[N:7]=[C:6]([C:8]2[O:9][CH:10]=[CH:11][CH:12]=2)[C:5]([C:13]#[N:14])=[C:4]([O:15][S:30]([C:33]([F:36])([F:35])[F:34])(=[O:32])=[O:31])[CH:3]=1.